Task: Predict the reactants needed to synthesize the given product.. Dataset: Full USPTO retrosynthesis dataset with 1.9M reactions from patents (1976-2016) (1) Given the product [N+:33]([C:29]1[CH:28]=[C:27]([C:23]2[N:22]=[C:21]([C:18]3[N:15]4[CH:16]=[CH:17][C:12]([C:2]([OH:4])([CH3:1])[CH3:3])=[N:13][C:14]4=[N:20][CH:19]=3)[CH:26]=[CH:25][N:24]=2)[CH:32]=[CH:31][CH:30]=1)([O-:35])=[O:34], predict the reactants needed to synthesize it. The reactants are: [CH3:1][C:2]([C:12]1[CH:17]=[CH:16][N:15]2[C:18]([C:21]3[CH:26]=[CH:25][N:24]=[C:23]([C:27]4[CH:32]=[CH:31][CH:30]=[C:29]([N+:33]([O-:35])=[O:34])[CH:28]=4)[N:22]=3)=[CH:19][N:20]=[C:14]2[N:13]=1)([O:4][Si](CC)(CC)CC)[CH3:3]. (2) Given the product [ClH:47].[ClH:47].[CH2:12]([C:19]1([N:26]([CH3:27])[CH3:28])[CH2:24][CH2:23][CH:22]([NH:11][CH2:10][C:3]2[C:4]3[C:9](=[CH:8][CH:7]=[CH:6][CH:5]=3)[NH:1][CH:2]=2)[CH2:21][CH2:20]1)[C:13]1[CH:18]=[CH:17][CH:16]=[CH:15][CH:14]=1, predict the reactants needed to synthesize it. The reactants are: [NH:1]1[C:9]2[C:4](=[CH:5][CH:6]=[CH:7][CH:8]=2)[C:3]([CH2:10][NH2:11])=[CH:2]1.[CH2:12]([C:19]1([N:26]([CH3:28])[CH3:27])[CH2:24][CH2:23][C:22](=O)[CH2:21][CH2:20]1)[C:13]1[CH:18]=[CH:17][CH:16]=[CH:15][CH:14]=1.C(O)(=O)C.C(O[BH-](OC(=O)C)OC(=O)C)(=O)C.[Na+].[ClH:47]. (3) Given the product [F:17][C:18]([F:28])([F:29])[O:19][C:20]1[CH:27]=[CH:26][C:23]([CH2:24][S:25][CH2:2][C:3]2[CH:4]=[C:5]([CH:8]=[CH:9][CH:10]=2)[CH:6]=[O:7])=[CH:22][CH:21]=1, predict the reactants needed to synthesize it. The reactants are: Cl[CH2:2][C:3]1[CH:4]=[C:5]([CH:8]=[CH:9][CH:10]=1)[CH:6]=[O:7].C(=O)([O-])[O-].[K+].[K+].[F:17][C:18]([F:29])([F:28])[O:19][C:20]1[CH:27]=[CH:26][C:23]([CH2:24][SH:25])=[CH:22][CH:21]=1. (4) The reactants are: [C:1]1([C:7]2[CH:8]=[C:9]3[NH:14][CH2:13][CH2:12][CH2:11][N:10]3[C:15](=[O:17])[CH:16]=2)[CH:6]=[CH:5][CH:4]=[CH:3][CH:2]=1.CC(C)([O-])C.[Na+].C1C=CC(P(C2C(C3C(P(C4C=CC=CC=4)C4C=CC=CC=4)=CC=C4C=3C=CC=C4)=C3C(C=CC=C3)=CC=2)C2C=CC=CC=2)=CC=1.Cl[C:71]1[CH:76]=[CH:75][N:74]=[C:73]([S:77][CH3:78])[N:72]=1. Given the product [CH3:78][S:77][C:73]1[N:74]=[C:75]([N:14]2[CH2:13][CH2:12][CH2:11][N:10]3[C:15](=[O:17])[CH:16]=[C:7]([C:1]4[CH:6]=[CH:5][CH:4]=[CH:3][CH:2]=4)[CH:8]=[C:9]23)[CH:76]=[CH:71][N:72]=1, predict the reactants needed to synthesize it. (5) Given the product [F:20][C:2]([F:19])([F:1])[C:3]([N:5]1[CH2:11][CH:10]([CH3:12])[C:9]2[CH:13]=[C:14]([Br:18])[C:15]([O:17][CH:21]([CH3:23])[CH3:22])=[CH:16][C:8]=2[CH2:7][CH2:6]1)=[O:4], predict the reactants needed to synthesize it. The reactants are: [F:1][C:2]([F:20])([F:19])[C:3]([N:5]1[CH2:11][CH:10]([CH3:12])[C:9]2[CH:13]=[C:14]([Br:18])[C:15]([OH:17])=[CH:16][C:8]=2[CH2:7][CH2:6]1)=[O:4].[CH:21](Br)([CH3:23])[CH3:22].C1CCN2C(=NCCC2)CC1. (6) Given the product [ClH:19].[NH2:5][C@H:9]([C@@H:17]([OH:20])[CH2:18][Cl:19])[CH2:10][C:11]1[CH:16]=[CH:15][CH:14]=[CH:13][CH:12]=1, predict the reactants needed to synthesize it. The reactants are: CC([N:5]([C@H:9]([C@@H:17]([OH:20])[CH2:18][Cl:19])[CH2:10][C:11]1[CH:16]=[CH:15][CH:14]=[CH:13][CH:12]=1)C(=O)[O-])(C)C.Cl.